This data is from Catalyst prediction with 721,799 reactions and 888 catalyst types from USPTO. The task is: Predict which catalyst facilitates the given reaction. (1) Reactant: CC(N=NC(C#N)(C)C)([C:4]#[N:5])C.C1C(=O)N(Br)C(=O)C1.[CH3:21][C:22]1[CH:31]=[C:30]([N+:32]([O-:34])=[O:33])[CH:29]=[CH:28][C:23]=1[C:24](OC)=[O:25]. Product: [CH3:4][N:5]1[CH2:21][C:22]2[C:23](=[CH:28][CH:29]=[C:30]([N+:32]([O-:34])=[O:33])[CH:31]=2)[C:24]1=[O:25]. The catalyst class is: 53. (2) Reactant: [NH2:1][C:2]1[C:7]([C:8]([C:10]2[CH:11]=[N:12][C:13](F)=[CH:14][CH:15]=2)=[O:9])=[CH:6][C:5]([Br:17])=[CH:4][N:3]=1.[CH3:18][O:19][CH2:20][CH2:21][NH2:22].C(N(CC)CC)C. Product: [NH2:1][C:2]1[C:7]([C:8]([C:10]2[CH:11]=[N:12][C:13]([NH:22][CH2:21][CH2:20][O:19][CH3:18])=[CH:14][CH:15]=2)=[O:9])=[CH:6][C:5]([Br:17])=[CH:4][N:3]=1. The catalyst class is: 88. (3) Reactant: [C:1]([O:5][C:6]([N:8]([CH2:26][C:27]([O:29][C:30]([CH3:33])([CH3:32])[CH3:31])=[O:28])[C:9]1[CH:14]=[CH:13][CH:12]=[C:11]([CH2:15][NH:16][S:17]([C:20]2[CH:21]=[N:22][CH:23]=[CH:24][CH:25]=2)(=[O:19])=[O:18])[N:10]=1)=[O:7])([CH3:4])([CH3:3])[CH3:2].[CH2:34]([C:43]1([C:46]2[CH:53]=[CH:52][C:49]([CH2:50]O)=[CH:48][CH:47]=2)[CH2:45][CH2:44]1)[CH2:35][CH2:36][CH2:37][CH2:38][CH2:39][CH2:40][CH2:41][CH3:42].C(P(CCCC)CCCC)CCC.CN(C)C(N=NC(N(C)C)=O)=O. Product: [C:1]([O:5][C:6]([N:8]([CH2:26][C:27]([O:29][C:30]([CH3:33])([CH3:32])[CH3:31])=[O:28])[C:9]1[CH:14]=[CH:13][CH:12]=[C:11]([CH:15]([CH2:50][C:49]2[CH:52]=[CH:53][C:46]([C:43]3([CH2:34][CH2:35][CH2:36][CH2:37][CH2:38][CH2:39][CH2:40][CH2:41][CH3:42])[CH2:44][CH2:45]3)=[CH:47][CH:48]=2)[NH:16][S:17]([C:20]2[CH:21]=[N:22][CH:23]=[CH:24][CH:25]=2)(=[O:19])=[O:18])[N:10]=1)=[O:7])([CH3:4])([CH3:3])[CH3:2]. The catalyst class is: 7. (4) Reactant: [N+:1]([C:4]1[CH:5]=[C:6]([CH:9]=[C:10]([O:12][C:13]2[CH:14]=[N:15][CH:16]=[N:17][CH:18]=2)[CH:11]=1)[C:7]#[N:8])([O-])=O.[Sn](Cl)Cl.[OH-].[Na+]. Product: [NH2:1][C:4]1[CH:5]=[C:6]([CH:9]=[C:10]([O:12][C:13]2[CH:18]=[N:17][CH:16]=[N:15][CH:14]=2)[CH:11]=1)[C:7]#[N:8]. The catalyst class is: 393. (5) Reactant: [Si]([O:18][C:19]1[CH:56]=[CH:55][C:22]([O:23][CH2:24][C@@H:25]([OH:54])[CH2:26][NH:27][CH2:28][CH2:29][C:30]2[CH:53]=[CH:52][C:33]([NH:34][CH:35]3[CH2:40][CH2:39][N:38]([C:41]([NH:43][CH2:44][C:45]4[CH:50]=[CH:49][C:48]([F:51])=[CH:47][CH:46]=4)=[O:42])[CH2:37][CH2:36]3)=[CH:32][CH:31]=2)=[CH:21][CH:20]=1)(C(C)(C)C)(C1C=CC=CC=1)C1C=CC=CC=1. Product: [F:51][C:48]1[CH:47]=[CH:46][C:45]([CH2:44][NH:43][C:41]([N:38]2[CH2:37][CH2:36][CH:35]([NH:34][C:33]3[CH:52]=[CH:53][C:30]([CH2:29][CH2:28][NH:27][CH2:26][C@H:25]([OH:54])[CH2:24][O:23][C:22]4[CH:21]=[CH:20][C:19]([OH:18])=[CH:56][CH:55]=4)=[CH:31][CH:32]=3)[CH2:40][CH2:39]2)=[O:42])=[CH:50][CH:49]=1. The catalyst class is: 147. (6) Reactant: [CH3:1][N:2]([CH2:4][C:5]1[CH:6]=[CH:7][C:8]([O:42][CH2:43][CH3:44])=[C:9]([NH:11][C:12]([C@H:14]([NH:26][C:27]([N:29]2[CH2:34][CH2:33][N:32]([C:35](OC(C)(C)C)=O)[CH2:31][CH2:30]2)=[O:28])[C@H:15]([C:17]2[C:25]3[C:20](=[CH:21][CH:22]=[CH:23][CH:24]=3)[NH:19][CH:18]=2)[CH3:16])=[O:13])[CH:10]=1)[CH3:3].Cl.O1CCOCC1.[C:52]1(=O)[CH2:55]C[CH2:53]1.C(O[BH-](OC(=O)C)OC(=O)C)(=O)C.[Na+].C(=O)([O-])O.[Na+]. Product: [CH:35]1([N:32]2[CH2:33][CH2:34][N:29]([C:27]([NH:26][C@@H:14]([C:12]([NH:11][C:9]3[CH:10]=[C:5]([CH2:4][N:2]([CH3:1])[CH3:3])[CH:6]=[CH:7][C:8]=3[O:42][CH2:43][CH3:44])=[O:13])[C@H:15]([C:17]3[C:25]4[C:20](=[CH:21][CH:22]=[CH:23][CH:24]=4)[NH:19][CH:18]=3)[CH3:16])=[O:28])[CH2:30][CH2:31]2)[CH2:55][CH2:52][CH2:53]1. The catalyst class is: 13. (7) Reactant: [NH2:1][C:2]1[CH:7]=[CH:6][C:5]([OH:8])=[CH:4][CH:3]=1.[H-].[Na+].[H][H].[N+]([C:16]1[CH:21]=[CH:20][N+:19]([O-])=[CH:18][CH:17]=1)([O-])=O.[Si]([C:27]#[N:28])(C)(C)C.CN(C)C(Cl)=O. Product: [NH2:1][C:2]1[CH:7]=[CH:6][C:5]([O:8][C:16]2[CH:21]=[CH:20][N:19]=[C:18]([C:27]#[N:28])[CH:17]=2)=[CH:4][CH:3]=1. The catalyst class is: 38.